From a dataset of Reaction yield outcomes from USPTO patents with 853,638 reactions. Predict the reaction yield, written as a fraction of the theoretical maximum amount of product (1.0 means a 100% yield; for example, 0.34 means a 34% yield). (1) The reactants are [Cl-].[NH4+:2].C([NH:5][C:6]1[C:11]([N+]([O-])=O)=[CH:10][CH:9]=[CH:8][C:7]=1[F:15])C.[CH2:16](O)[CH3:17]. The catalyst is [Zn]. The yield is 0.520. The product is [CH3:16][CH2:17][NH:2][C:11]1[C:6]([NH2:5])=[C:7]([F:15])[CH:8]=[CH:9][CH:10]=1. (2) The reactants are [F:1][C:2]1[CH:19]=[CH:18][C:5]([O:6][C:7]2[CH:14]=[CH:13][C:12]([N+:15]([O-:17])=[O:16])=[CH:11][C:8]=2[CH:9]=O)=[CH:4][CH:3]=1.[CH3:20][O:21][C:22]([CH2:24]P(OC)(OC)=O)=[O:23].[Li+].[Cl-].C1CCN2C(=NCCC2)CC1. The catalyst is C(#N)C. The product is [CH3:20][O:21][C:22](=[O:23])[CH:24]=[CH:9][C:8]1[CH:11]=[C:12]([N+:15]([O-:17])=[O:16])[CH:13]=[CH:14][C:7]=1[O:6][C:5]1[CH:18]=[CH:19][C:2]([F:1])=[CH:3][CH:4]=1. The yield is 0.830. (3) The reactants are C1(C2C=CC=CC=2)C=CC(C2C=C(COS(C)(=O)=O)C(=O)N(CC(C)C)N=2)=CC=1.[F:30][C:31]1[CH:36]=[CH:35][C:34]([C:37]2[CH:38]=[C:39]([C:48]([O:50]C)=[O:49])[C:40](=[O:47])[N:41]([CH2:43][CH:44]([CH3:46])[CH3:45])[N:42]=2)=[CH:33][C:32]=1[CH3:52]. No catalyst specified. The product is [C:48]([C:39]1[C:40](=[O:47])[N:41]([CH2:43][CH:44]([CH3:45])[CH3:46])[N:42]=[C:37]([C:34]2[CH:35]=[CH:36][C:31]([F:30])=[C:32]([CH3:52])[CH:33]=2)[CH:38]=1)([OH:50])=[O:49]. The yield is 0.900. (4) The reactants are [C:1]([N:4]1[C:13]2[C:8](=[CH:9][C:10]([F:14])=[CH:11][CH:12]=2)[CH:7]([NH:15][C:16]2[CH:21]=[CH:20][C:19]([C:22]([O:24]CC)=[O:23])=[CH:18][CH:17]=2)[CH2:6][CH:5]1[CH3:27])(=[O:3])[CH3:2].[OH-].[Na+]. The catalyst is C(O)C. The product is [C:1]([N:4]1[C:13]2[C:8](=[CH:9][C:10]([F:14])=[CH:11][CH:12]=2)[CH:7]([NH:15][C:16]2[CH:21]=[CH:20][C:19]([C:22]([OH:24])=[O:23])=[CH:18][CH:17]=2)[CH2:6][CH:5]1[CH3:27])(=[O:3])[CH3:2]. The yield is 0.870. (5) The reactants are [Cl:1][C:2]1[C:7]([O:8][CH3:9])=[C:6]([N+]([O-])=O)[CH:5]=[CH:4][N:3]=1.[CH:13]([O:16][C:17]([N:19]1[CH2:24][CH2:23][CH:22]([OH:25])[CH2:21][CH2:20]1)=[O:18])([CH3:15])[CH3:14].[H-].[Na+]. The catalyst is O1CCOCC1. The product is [CH:13]([O:16][C:17]([N:19]1[CH2:20][CH2:21][CH:22]([O:25][C:6]2[CH:5]=[CH:4][N:3]=[C:2]([Cl:1])[C:7]=2[O:8][CH3:9])[CH2:23][CH2:24]1)=[O:18])([CH3:15])[CH3:14]. The yield is 0.240. (6) The reactants are [CH2:1]([N:8]1[CH2:13][CH2:12][C:11]([C:15]2[CH:20]=[CH:19][C:18]([C:21]3[O:22][CH2:23][C:24](C)(C)N=3)=[CH:17][CH:16]=2)([OH:14])[CH2:10][CH2:9]1)[C:2]1[CH:7]=[CH:6][CH:5]=[CH:4][CH:3]=1.S(=O)(=O)(O)[OH:29]. The catalyst is C(O)C. The product is [CH2:1]([N:8]1[CH2:9][CH2:10][C:11]([C:15]2[CH:16]=[CH:17][C:18]([C:21]([O:22][CH2:23][CH3:24])=[O:29])=[CH:19][CH:20]=2)([OH:14])[CH2:12][CH2:13]1)[C:2]1[CH:3]=[CH:4][CH:5]=[CH:6][CH:7]=1. The yield is 0.580.